From a dataset of NCI-60 drug combinations with 297,098 pairs across 59 cell lines. Regression. Given two drug SMILES strings and cell line genomic features, predict the synergy score measuring deviation from expected non-interaction effect. (1) Drug 1: C(CN)CNCCSP(=O)(O)O. Drug 2: CC12CCC3C(C1CCC2OP(=O)(O)O)CCC4=C3C=CC(=C4)OC(=O)N(CCCl)CCCl.[Na+]. Cell line: NCI-H322M. Synergy scores: CSS=3.36, Synergy_ZIP=0.648, Synergy_Bliss=1.32, Synergy_Loewe=-4.07, Synergy_HSA=-1.56. (2) Drug 1: CC(CN1CC(=O)NC(=O)C1)N2CC(=O)NC(=O)C2. Drug 2: CS(=O)(=O)OCCCCOS(=O)(=O)C. Cell line: OVCAR3. Synergy scores: CSS=14.6, Synergy_ZIP=-1.18, Synergy_Bliss=2.83, Synergy_Loewe=1.25, Synergy_HSA=1.66. (3) Drug 1: C1=CC(=C2C(=C1NCCNCCO)C(=O)C3=C(C=CC(=C3C2=O)O)O)NCCNCCO. Drug 2: CCN(CC)CCNC(=O)C1=C(NC(=C1C)C=C2C3=C(C=CC(=C3)F)NC2=O)C. Cell line: U251. Synergy scores: CSS=49.9, Synergy_ZIP=1.38, Synergy_Bliss=1.96, Synergy_Loewe=-19.2, Synergy_HSA=2.89. (4) Drug 1: C1CCC(C1)C(CC#N)N2C=C(C=N2)C3=C4C=CNC4=NC=N3. Drug 2: CS(=O)(=O)CCNCC1=CC=C(O1)C2=CC3=C(C=C2)N=CN=C3NC4=CC(=C(C=C4)OCC5=CC(=CC=C5)F)Cl. Synergy scores: CSS=4.10, Synergy_ZIP=-0.949, Synergy_Bliss=-0.716, Synergy_Loewe=-2.31, Synergy_HSA=-2.05. Cell line: SF-539. (5) Drug 1: C1=NC2=C(N1)C(=S)N=C(N2)N. Drug 2: CC1=C(C=C(C=C1)C(=O)NC2=CC(=CC(=C2)C(F)(F)F)N3C=C(N=C3)C)NC4=NC=CC(=N4)C5=CN=CC=C5. Cell line: NCI-H460. Synergy scores: CSS=32.6, Synergy_ZIP=-3.40, Synergy_Bliss=-6.31, Synergy_Loewe=-9.74, Synergy_HSA=-4.85. (6) Drug 2: C1=NC2=C(N=C(N=C2N1C3C(C(C(O3)CO)O)F)Cl)N. Synergy scores: CSS=34.4, Synergy_ZIP=3.19, Synergy_Bliss=3.17, Synergy_Loewe=-10.5, Synergy_HSA=3.51. Cell line: T-47D. Drug 1: C1=CC(=C2C(=C1NCCNCCO)C(=O)C3=C(C=CC(=C3C2=O)O)O)NCCNCCO.